This data is from Catalyst prediction with 721,799 reactions and 888 catalyst types from USPTO. The task is: Predict which catalyst facilitates the given reaction. (1) Reactant: [CH2:1]([C:8]1[S:12][C:11]([C:13]2[CH:18]=[C:17]([F:19])[CH:16]=[CH:15][C:14]=2[F:20])=[N:10][C:9]=1[CH2:21][OH:22])[C:2]1[CH:7]=[CH:6][CH:5]=[CH:4][CH:3]=1.CC(OI1(OC(C)=O)(OC(C)=O)OC(=O)C2C=CC=CC1=2)=O.C([O-])(O)=O.[Na+].[O-]S([O-])(=S)=O.[Na+].[Na+]. Product: [CH2:1]([C:8]1[S:12][C:11]([C:13]2[CH:18]=[C:17]([F:19])[CH:16]=[CH:15][C:14]=2[F:20])=[N:10][C:9]=1[CH:21]=[O:22])[C:2]1[CH:3]=[CH:4][CH:5]=[CH:6][CH:7]=1. The catalyst class is: 4. (2) Reactant: [C:1](#[N:3])[CH3:2].C[Si]([N-][Si](C)(C)C)(C)C.[Na+].[Cl:14][C:15]1[CH:20]=[CH:19][CH:18]=[CH:17][C:16]=1[N:21]=[C:22]=[S:23].ClC[C:26]#[N:27].[CH2:28]1[CH2:32][O:31][CH2:30][CH2:29]1. Product: [NH2:3][C:1]1[C:32]2[CH:28]=[CH:29][C:30](=[O:31])[N:21]([C:16]3[CH:17]=[CH:18][CH:19]=[CH:20][C:15]=3[Cl:14])[C:22]=2[S:23][C:2]=1[C:26]#[N:27]. The catalyst class is: 14. (3) Reactant: [O:1]=[C:2]1[CH:7]=[C:6]([C:8]([OH:10])=O)[CH:5]=[CH:4][N:3]1[CH2:11][CH2:12][CH2:13][CH2:14][N:15]1[CH:19]=[C:18]([C:20](=[O:34])[NH:21][CH2:22][C:23]2[CH:28]=[CH:27][CH:26]=[C:25]([O:29][C:30]([F:33])([F:32])[F:31])[CH:24]=2)[N:17]=[N:16]1.[C:35]1([CH2:41][NH2:42])[CH:40]=[CH:39][CH:38]=[CH:37][CH:36]=1.CCN(C(C)C)C(C)C.CN(C(ON1N=NC2C=CC=NC1=2)=[N+](C)C)C.F[P-](F)(F)(F)(F)F. Product: [CH2:41]([NH:42][C:8]([C:6]1[CH:5]=[CH:4][N:3]([CH2:11][CH2:12][CH2:13][CH2:14][N:15]2[CH:19]=[C:18]([C:20](=[O:34])[NH:21][CH2:22][C:23]3[CH:28]=[CH:27][CH:26]=[C:25]([O:29][C:30]([F:31])([F:33])[F:32])[CH:24]=3)[N:17]=[N:16]2)[C:2](=[O:1])[CH:7]=1)=[O:10])[C:35]1[CH:40]=[CH:39][CH:38]=[CH:37][CH:36]=1. The catalyst class is: 58. (4) Reactant: [N+]([O-])(O)=O.[N+:5]([C:8]1[CH:18]=[CH:17][C:11]2[CH2:12][CH2:13][NH:14][CH2:15][CH2:16][C:10]=2[CH:9]=1)([O-:7])=[O:6].C(=O)([O-])[O-].[F:23][C:24]([F:29])([F:28])[C@@H:25]1[CH2:27][O:26]1. Product: [F:23][C:24]([F:29])([F:28])[C@@H:25]([OH:26])[CH2:27][N:14]1[CH2:15][CH2:16][C:10]2[CH:9]=[C:8]([N+:5]([O-:7])=[O:6])[CH:18]=[CH:17][C:11]=2[CH2:12][CH2:13]1. The catalyst class is: 1. (5) Reactant: [CH3:1][NH:2][C:3]1[C:12]2[C:7](=[CH:8][CH:9]=[C:10]([C:13]3[CH:14]=[C:15]([CH:19]=[CH:20][CH:21]=3)[C:16](O)=[O:17])[CH:11]=2)[N:6]=[C:5]([C:22]2[CH:23]=[N:24][CH:25]=[CH:26][CH:27]=2)[N:4]=1.CCN=C=NCCCN(C)C.C1C=CC2N(O)N=NC=2C=1.[S:49]1[CH:53]=[CH:52][N:51]=[C:50]1[NH2:54]. Product: [CH3:1][NH:2][C:3]1[C:12]2[C:7](=[CH:8][CH:9]=[C:10]([C:13]3[CH:14]=[C:15]([CH:19]=[CH:20][CH:21]=3)[C:16]([NH:54][C:50]3[S:49][CH:53]=[CH:52][N:51]=3)=[O:17])[CH:11]=2)[N:6]=[C:5]([C:22]2[CH:23]=[N:24][CH:25]=[CH:26][CH:27]=2)[N:4]=1. The catalyst class is: 179.